From a dataset of Full USPTO retrosynthesis dataset with 1.9M reactions from patents (1976-2016). Predict the reactants needed to synthesize the given product. (1) Given the product [C:1]([S:5][C:6]1[CH:7]=[CH:8][C:9]([C:33]2[C:34]([O:36][CH3:37])=[CH:35][C:30]([C:25]3[CH:26]=[C:27]([O:28][CH3:29])[CH:22]=[CH:23][C:24]=3[O:40][CH3:41])=[C:31]([O:38][CH3:39])[CH:32]=2)=[CH:10][CH:11]=1)([CH3:2])([CH3:3])[CH3:4], predict the reactants needed to synthesize it. The reactants are: [C:1]([S:5][C:6]1[CH:11]=[CH:10][C:9](B2OC(C)(C)C(C)(C)O2)=[CH:8][CH:7]=1)([CH3:4])([CH3:3])[CH3:2].Br[C:22]1[C:27]([O:28][CH3:29])=[CH:26][C:25]([C:30]2[CH:35]=[C:34]([O:36][CH3:37])[CH:33]=[CH:32][C:31]=2[O:38][CH3:39])=[C:24]([O:40][CH3:41])[CH:23]=1.C(=O)([O-])[O-].[Na+].[Na+]. (2) Given the product [Cl:1][C:2]1[CH:24]=[CH:23][C:5]([CH2:6][NH:7][C:8]([C:10]2[C:11](=[O:22])[C:12]3[S:19][C:18]([CH2:20][N:26]([CH2:27][C@@H:28]([OH:29])[C:30]4[CH:31]=[N:32][CH:33]=[CH:34][CH:35]=4)[CH3:25])=[CH:17][C:13]=3[N:14]([CH3:16])[CH:15]=2)=[O:9])=[CH:4][CH:3]=1, predict the reactants needed to synthesize it. The reactants are: [Cl:1][C:2]1[CH:24]=[CH:23][C:5]([CH2:6][NH:7][C:8]([C:10]2[C:11](=[O:22])[C:12]3[S:19][C:18]([CH2:20]Cl)=[CH:17][C:13]=3[N:14]([CH3:16])[CH:15]=2)=[O:9])=[CH:4][CH:3]=1.[CH3:25][NH:26][CH2:27][C@H:28]([C:30]1[CH:31]=[N:32][CH:33]=[CH:34][CH:35]=1)[OH:29].C(N(C(C)C)CC)(C)C.